From a dataset of Full USPTO retrosynthesis dataset with 1.9M reactions from patents (1976-2016). Predict the reactants needed to synthesize the given product. (1) Given the product [F:30][C:27]1[CH:28]=[CH:29][C:24]([CH2:23][NH:22][C:20]([C:16]2[S:15][C:14]([N:11]3[CH2:12][CH2:13][CH:9]([NH:5][CH2:4][CH2:3][C:2]([F:7])([F:6])[F:1])[C:10]3=[O:31])=[N:18][C:17]=2[CH3:19])=[O:21])=[CH:25][CH:26]=1, predict the reactants needed to synthesize it. The reactants are: [F:1][C:2]([F:7])([F:6])[CH2:3][CH2:4][NH2:5].Br[CH:9]1[CH2:13][CH2:12][N:11]([C:14]2[S:15][C:16]([C:20]([NH:22][CH2:23][C:24]3[CH:29]=[CH:28][C:27]([F:30])=[CH:26][CH:25]=3)=[O:21])=[C:17]([CH3:19])[N:18]=2)[C:10]1=[O:31]. (2) Given the product [Br:1][C:2]1[C:3]([F:17])=[CH:4][C:5]2[O:14][CH2:13][CH2:12][N:11]3[C:7](=[N:8][C:9]([C:29]([NH2:28])=[O:30])=[CH:10]3)[C:6]=2[CH:16]=1, predict the reactants needed to synthesize it. The reactants are: [Br:1][C:2]1[C:3]([F:17])=[CH:4][C:5]2[O:14][CH2:13][CH2:12][N:11]3[C:7](=[N:8][C:9](I)=[CH:10]3)[C:6]=2[CH:16]=1.C[Si](N[Si](C)(C)C)(C)C.C[N:28](C)[CH:29]=[O:30]. (3) Given the product [NH:1]1[CH:5]=[CH:4][C:3]([C:6]([NH:9][C:10]2[CH:15]=[CH:14][C:13]([C@@H:16]3[O:21][CH2:20][CH2:19][N:18]([C:22]([O:24][C:25]([CH3:28])([CH3:27])[CH3:26])=[O:23])[CH2:17]3)=[CH:12][CH:11]=2)=[O:8])=[N:2]1, predict the reactants needed to synthesize it. The reactants are: [NH:1]1[CH:5]=[CH:4][C:3]([C:6]([OH:8])=O)=[N:2]1.[NH2:9][C:10]1[CH:15]=[CH:14][C:13]([C@@H:16]2[O:21][CH2:20][CH2:19][N:18]([C:22]([O:24][C:25]([CH3:28])([CH3:27])[CH3:26])=[O:23])[CH2:17]2)=[CH:12][CH:11]=1.[Cl-].COC1N=C(OC)N=C([N+]2(C)CCOCC2)N=1. (4) Given the product [CH3:21][C:22]([CH3:27])([CH3:26])[C:23](=[O:25])[CH2:24][C:15](=[O:20])[C:16]([N:1]1[CH2:6][CH2:5][CH2:4][CH2:3][CH2:2]1)=[O:18], predict the reactants needed to synthesize it. The reactants are: [NH:1]1[CH2:6][CH2:5][CH2:4][CH2:3][CH2:2]1.C(N(CC)CC)C.Cl[C:15](=[O:20])[C:16]([O:18]C)=O.[CH3:21][C:22]([CH3:27])([CH3:26])[C:23](=[O:25])[CH3:24].CC(C)([O-])C.[K+].C(O)(=O)C.